Task: Predict the product of the given reaction.. Dataset: Forward reaction prediction with 1.9M reactions from USPTO patents (1976-2016) (1) The product is: [C:8]([O:12][C:13]([N:15]1[CH2:6][CH2:5][CH2:4][N:16]1[C:17]1[CH:22]=[CH:21][CH:20]=[CH:19][C:18]=1[Cl:23])=[O:14])([CH3:11])([CH3:9])[CH3:10]. Given the reactants [H-].[Na+].Br[CH2:4][CH2:5][CH2:6]Br.[C:8]([O:12][C:13]([NH:15][NH:16][C:17]1[CH:22]=[CH:21][CH:20]=[CH:19][C:18]=1[Cl:23])=[O:14])([CH3:11])([CH3:10])[CH3:9], predict the reaction product. (2) Given the reactants C(NC1C=CC(C2C=C3C(CN([C@@H](C(C)C)C(O)=O)C3=O)=CC=2)=CC=1)(=O)C1C=CC=CC=1.[O:33]1[C:37]2[CH:38]=[CH:39][C:40]([C:42]([NH:44][C:45]3[CH:50]=[CH:49][C:48]([C:51]4[CH:59]=[C:58]5[C:54]([CH2:55][N:56]([C@@H:61]([CH:66]([CH3:68])[CH3:67])[C:62]([O:64]C)=[O:63])[C:57]5=[O:60])=[CH:53][CH:52]=4)=[CH:47][CH:46]=3)=[O:43])=[CH:41][C:36]=2[O:35][CH2:34]1, predict the reaction product. The product is: [O:33]1[C:37]2[CH:38]=[CH:39][C:40]([C:42]([NH:44][C:45]3[CH:46]=[CH:47][C:48]([C:51]4[CH:59]=[C:58]5[C:54]([CH2:55][N:56]([C@@H:61]([CH:66]([CH3:68])[CH3:67])[C:62]([OH:64])=[O:63])[C:57]5=[O:60])=[CH:53][CH:52]=4)=[CH:49][CH:50]=3)=[O:43])=[CH:41][C:36]=2[O:35][CH2:34]1. (3) Given the reactants [Cl:1][C:2]1[N:10]=[C:9]2[C:5]([NH:6][CH:7]=[N:8]2)=[C:4](Cl)[N:3]=1.[NH:12]1[CH2:17][CH2:16][O:15][CH2:14][CH2:13]1, predict the reaction product. The product is: [Cl:1][C:2]1[N:10]=[C:9]2[C:5]([N:6]=[CH:7][NH:8]2)=[C:4]([N:12]2[CH2:17][CH2:16][O:15][CH2:14][CH2:13]2)[N:3]=1. (4) Given the reactants [NH2:1][C:2]1[CH:11]=[C:10]2[C:5]([CH2:6][CH2:7][CH:8]([C:12]([O:14][CH3:15])=[O:13])[CH2:9]2)=[CH:4][CH:3]=1.Cl.C(N(CC)CC)C.[Cl:24][C:25]1[CH:26]=[C:27](B(O)O)[CH:28]=[CH:29][CH:30]=1, predict the reaction product. The product is: [Cl:24][C:25]1[CH:30]=[C:29]([NH:1][C:2]2[CH:11]=[C:10]3[C:5]([CH2:6][CH2:7][CH:8]([C:12]([O:14][CH3:15])=[O:13])[CH2:9]3)=[CH:4][CH:3]=2)[CH:28]=[CH:27][CH:26]=1. (5) Given the reactants [C:1]([C:3]1[CH:8]=[CH:7][C:6]([CH:9]2[N:13]3[C:14]([C:17]([OH:19])=O)=[CH:15][N:16]=[C:12]3[CH2:11][CH2:10]2)=[CH:5][C:4]=1[F:20])#[N:2].[Si:21]([O:38][C:39]1[CH:40]=[C:41]([CH2:45][CH2:46][CH2:47][CH2:48][NH2:49])[CH:42]=[CH:43][CH:44]=1)([C:34]([CH3:37])([CH3:36])[CH3:35])([C:28]1[CH:33]=[CH:32][CH:31]=[CH:30][CH:29]=1)[C:22]1[CH:27]=[CH:26][CH:25]=[CH:24][CH:23]=1.CCN=C=NCCCN(C)C.Cl.C1C=CC2N(O)N=NC=2C=1.C(N(CC)C(C)C)(C)C, predict the reaction product. The product is: [Si:21]([O:38][C:39]1[CH:40]=[C:41]([CH2:45][CH2:46][CH2:47][CH2:48][NH:49][C:17]([C:14]2[N:13]3[CH:9]([C:6]4[CH:7]=[CH:8][C:3]([C:1]#[N:2])=[C:4]([F:20])[CH:5]=4)[CH2:10][CH2:11][C:12]3=[N:16][CH:15]=2)=[O:19])[CH:42]=[CH:43][CH:44]=1)([C:34]([CH3:35])([CH3:36])[CH3:37])([C:28]1[CH:33]=[CH:32][CH:31]=[CH:30][CH:29]=1)[C:22]1[CH:23]=[CH:24][CH:25]=[CH:26][CH:27]=1.